Regression. Given a peptide amino acid sequence and an MHC pseudo amino acid sequence, predict their binding affinity value. This is MHC class I binding data. From a dataset of Peptide-MHC class I binding affinity with 185,985 pairs from IEDB/IMGT. The peptide sequence is WLMWFIISIV. The MHC is HLA-A02:06 with pseudo-sequence HLA-A02:06. The binding affinity (normalized) is 0.568.